The task is: Binary Classification. Given a drug SMILES string, predict its activity (active/inactive) in a high-throughput screening assay against a specified biological target.. This data is from HIV replication inhibition screening data with 41,000+ compounds from the AIDS Antiviral Screen. (1) The molecule is O=C(NC(=Cc1ccc([N+](=O)[O-])cc1)c1nc2ccccc2s1)c1ccccc1. The result is 0 (inactive). (2) The molecule is CC(=O)Oc1c2c(cc3c1C(=O)NC1C3=CC(OC(C)=O)C(OC(C)=O)C1OC(C)=O)OCO2. The result is 0 (inactive).